Task: Predict the reaction yield, written as a fraction of the theoretical maximum amount of product (1.0 means a 100% yield; for example, 0.34 means a 34% yield).. Dataset: Reaction yield outcomes from USPTO patents with 853,638 reactions (1) The reactants are [F:1][C:2]([F:17])([F:16])[C:3]1[CH:4]=[C:5]([C:9]2([OH:15])[CH2:14][CH2:13][NH:12][CH2:11][CH2:10]2)[CH:6]=[N:7][CH:8]=1.Cl[C:19]1[CH:20]=[CH:21][C:22]2[N:23]([C:25]([C:28]([F:31])([F:30])[F:29])=[N:26][N:27]=2)[N:24]=1. No catalyst specified. The product is [F:17][C:2]([F:1])([F:16])[C:3]1[CH:4]=[C:5]([C:9]2([OH:15])[CH2:10][CH2:11][N:12]([C:19]3[CH:20]=[CH:21][C:22]4[N:23]([C:25]([C:28]([F:29])([F:31])[F:30])=[N:26][N:27]=4)[N:24]=3)[CH2:13][CH2:14]2)[CH:6]=[N:7][CH:8]=1. The yield is 0.750. (2) The reactants are [C:1]1([OH:7])[CH:6]=[CH:5][CH:4]=[CH:3][CH:2]=1.[H-].[Na+].Br[C:11]1[CH:12]=[CH:13][C:14]([N+:17]([O-:19])=[O:18])=[N:15][CH:16]=1.O. The catalyst is CN(C=O)C. The product is [N+:17]([C:14]1[CH:13]=[CH:12][C:11]([O:7][C:1]2[CH:6]=[CH:5][CH:4]=[CH:3][CH:2]=2)=[CH:16][N:15]=1)([O-:19])=[O:18]. The yield is 0.780. (3) The product is [Br:14][C:4]1[N:3]=[C:2]([F:1])[C:7]([OH:8])=[CH:6][CH:5]=1. The catalyst is CC(O)=O. The reactants are [F:1][C:2]1[C:7]([OH:8])=[CH:6][CH:5]=[CH:4][N:3]=1.CC([O-])=O.[Na+].[Br:14]Br.[OH-].[Na+]. The yield is 0.110. (4) The reactants are [CH3:1][C:2]([CH3:10])([C:4](=[O:9])[CH2:5][C:6](=O)[CH3:7])[CH3:3].S([O-])([O-])(=O)=O.[Na+].[Na+].C([CH2:24][NH2:25])C1OCCC1.[CH2:26]1[CH2:30][O:29][CH2:28][CH2:27]1. No catalyst specified. The product is [CH3:1][C:2]([CH3:10])([C:4](=[O:9])[CH:5]=[C:6]([NH:25][CH2:24][CH:28]1[CH2:27][CH2:26][CH2:30][O:29]1)[CH3:7])[CH3:3]. The yield is 0.500. (5) The reactants are [CH3:1][C:2]([C@@H:36]([OH:48])[C:37]([NH:39][CH2:40][CH2:41][C:42]([NH:44][CH2:45][CH2:46][SH:47])=[O:43])=[O:38])([CH2:4][O:5][P:6]([O:9][P:10]([O:13][CH2:14][C@H:15]1[O:19][C@@H:18]([N:20]2[C:24]3[N:25]=[CH:26][N:27]=[C:28]([NH2:29])[C:23]=3[N:22]=[CH:21]2)[C@H:17]([OH:30])[C@@H:16]1[O:31][P:32]([OH:35])([OH:34])=[O:33])([OH:12])=[O:11])([OH:8])=[O:7])[CH3:3].C1CN([P+](ON2N=NC3C=[CH:70][CH:71]=[CH:72][C:67]2=3)(N2CCCC2)N2CCCC2)CC1.F[P-](F)(F)(F)(F)F.C1C[O:85][CH2:84]C1. The catalyst is C([O-])([O-])=O.[K+].[K+].O.CO. The product is [CH3:70][CH:71]([CH2:72][CH3:67])[C:84]([S:47][CH2:46][CH2:45][NH:44][C:42](=[O:43])[CH2:41][CH2:40][NH:39][C:37](=[O:38])[C@H:36]([OH:48])[C:2]([CH3:1])([CH3:3])[CH2:4][O:5][P:6]([OH:8])(=[O:7])[O:9][P:10]([OH:12])(=[O:11])[O:13][CH2:14][C@H:15]1[O:19][C@@H:18]([N:20]2[C:24]3[N:25]=[CH:26][N:27]=[C:28]([NH2:29])[C:23]=3[N:22]=[CH:21]2)[C@H:17]([OH:30])[C@@H:16]1[O:31][P:32]([OH:35])([OH:34])=[O:33])=[O:85]. The yield is 0.250. (6) The reactants are [NH2:1][CH:2]1[CH2:7][CH2:6][N:5]([CH2:8][CH2:9][O:10][C:11]2[CH:16]=[CH:15][C:14]([NH:17][C:18](=[O:29])[C:19]3[CH:24]=[CH:23][CH:22]=[C:21]([C:25]([F:28])([F:27])[F:26])[CH:20]=3)=[CH:13][C:12]=2[C:30]2[N:31]([CH3:36])[N:32]=[CH:33][C:34]=2[Cl:35])[CH2:4][CH2:3]1.[CH3:37][S:38](Cl)(=[O:40])=[O:39]. The catalyst is CC(N(C)C)=O. The product is [Cl:35][C:34]1[CH:33]=[N:32][N:31]([CH3:36])[C:30]=1[C:12]1[CH:13]=[C:14]([NH:17][C:18](=[O:29])[C:19]2[CH:24]=[CH:23][CH:22]=[C:21]([C:25]([F:27])([F:28])[F:26])[CH:20]=2)[CH:15]=[CH:16][C:11]=1[O:10][CH2:9][CH2:8][N:5]1[CH2:4][CH2:3][CH:2]([NH:1][S:38]([CH3:37])(=[O:40])=[O:39])[CH2:7][CH2:6]1. The yield is 0.350.